Predict the reactants needed to synthesize the given product. From a dataset of Full USPTO retrosynthesis dataset with 1.9M reactions from patents (1976-2016). (1) Given the product [CH3:24][C:12]1([CH3:25])[C:11]2[S:26][C:8]([C:6]3[C:5]([CH3:27])=[CH:4][N:3]=[C:2]([NH:28][C:29]4[C:30]([O:41][CH3:42])=[N:31][N:32]([C:34]([O:36][C:37]([CH3:38])([CH3:39])[CH3:40])=[O:35])[CH:33]=4)[N:7]=3)=[CH:9][C:10]=2[C:14](=[O:15])[N:13]1[CH2:16][CH2:17][N:18]1[CH2:23][CH2:22][O:21][CH2:20][CH2:19]1, predict the reactants needed to synthesize it. The reactants are: Cl[C:2]1[N:7]=[C:6]([C:8]2[S:26][C:11]3[C:12]([CH3:25])([CH3:24])[N:13]([CH2:16][CH2:17][N:18]4[CH2:23][CH2:22][O:21][CH2:20][CH2:19]4)[C:14](=[O:15])[C:10]=3[CH:9]=2)[C:5]([CH3:27])=[CH:4][N:3]=1.[NH2:28][C:29]1[C:30]([O:41][CH3:42])=[N:31][N:32]([C:34]([O:36][C:37]([CH3:40])([CH3:39])[CH3:38])=[O:35])[CH:33]=1.C(=O)([O-])[O-].[Cs+].[Cs+].C1(P(C2C=CC=CC=2)C2C3OC4C(=CC=CC=4P(C4C=CC=CC=4)C4C=CC=CC=4)C(C)(C)C=3C=CC=2)C=CC=CC=1. (2) Given the product [CH3:1][O:2][C:3]1[CH:4]=[C:5]([CH2:20][C:21]([N:25]([CH2:26][CH2:27][CH2:28][C:29]2[CH:30]=[CH:31][C:32]([C:33]([O:35][CH2:36][CH3:37])=[O:34])=[CH:38][CH:39]=2)[CH3:24])=[O:23])[CH:6]=[CH:7][C:8]=1[NH:9][C:10]([NH:12][C:13]1[CH:18]=[CH:17][CH:16]=[CH:15][C:14]=1[CH3:19])=[O:11], predict the reactants needed to synthesize it. The reactants are: [CH3:1][O:2][C:3]1[CH:4]=[C:5]([CH2:20][C:21]([OH:23])=O)[CH:6]=[CH:7][C:8]=1[NH:9][C:10]([NH:12][C:13]1[CH:18]=[CH:17][CH:16]=[CH:15][C:14]=1[CH3:19])=[O:11].[CH3:24][NH:25][CH2:26][CH2:27][CH2:28][C:29]1[CH:39]=[CH:38][C:32]([C:33]([O:35][CH2:36][CH3:37])=[O:34])=[CH:31][CH:30]=1.CCN=C=NCCCN(C)C.Cl.C1C=CC2N(O)N=NC=2C=1. (3) Given the product [C:1]1([S:7][C:8]2[CH:9]=[C:10]3[C:14](=[CH:15][CH:16]=2)[N:13]([C:22]([O:23][CH2:24][CH2:25][CH2:26][N:27]2[CH2:28][CH2:29][N:30]([CH3:33])[CH2:31][CH2:32]2)=[O:34])[C:12]([NH2:17])=[C:11]3[C:18]#[N:19])[CH:2]=[CH:3][CH:4]=[CH:5][CH:6]=1, predict the reactants needed to synthesize it. The reactants are: [C:1]1([S:7][C:8]2[CH:9]=[C:10]3[C:14](=[CH:15][CH:16]=2)[NH:13][C:12]([NH2:17])=[C:11]3[C:18]#[N:19])[CH:6]=[CH:5][CH:4]=[CH:3][CH:2]=1.[H-].[Na+].[C:22](=O)([O:34]C1C=CC([N+]([O-])=O)=CC=1)[O:23][CH2:24][CH2:25][CH2:26][N:27]1[CH2:32][CH2:31][N:30]([CH3:33])[CH2:29][CH2:28]1.O. (4) Given the product [C:5]([C:4]1[CH:7]=[CH:8][C:9]2[O:10][C:11](=[O:12])[N:1]([CH2:30][C:31]([O:33][C:34]([CH3:37])([CH3:36])[CH3:35])=[O:32])[C:2]=2[CH:3]=1)#[N:6], predict the reactants needed to synthesize it. The reactants are: [NH2:1][C:2]1[CH:3]=[C:4]([CH:7]=[CH:8][C:9]=1[OH:10])[C:5]#[N:6].[C:11](N1C=CN=C1)(N1C=CN=C1)=[O:12].C(=O)([O-])[O-].[K+].[K+].Br[CH2:30][C:31]([O:33][C:34]([CH3:37])([CH3:36])[CH3:35])=[O:32]. (5) The reactants are: [H-].[H-].[H-].[H-].[Li+].[Al+3].C(O[C:15](=O)[NH:16][C@H:17]1[CH2:22][CH2:21][C@H:20]([OH:23])[CH2:19][CH2:18]1)C1C=CC=CC=1.[O-]S([O-])(=O)=O.[Na+].[Na+].O. Given the product [CH3:15][NH:16][C@H:17]1[CH2:22][CH2:21][C@H:20]([OH:23])[CH2:19][CH2:18]1, predict the reactants needed to synthesize it.